This data is from Forward reaction prediction with 1.9M reactions from USPTO patents (1976-2016). The task is: Predict the product of the given reaction. (1) Given the reactants [F:1][C:2]1[CH:11]=[C:10]([NH:12][S:13]([C:16]2[CH:21]=[CH:20][C:19]([CH2:22]O)=[CH:18][CH:17]=2)(=[O:15])=[O:14])[CH:9]=[CH:8][C:3]=1[C:4]([O:6][CH3:7])=[O:5].[C:24]([BH3-])#[N:25].[Na+], predict the reaction product. The product is: [F:1][C:2]1[CH:11]=[C:10]([NH:12][S:13]([C:16]2[CH:21]=[CH:20][C:19]([CH2:22][NH:25][CH3:24])=[CH:18][CH:17]=2)(=[O:15])=[O:14])[CH:9]=[CH:8][C:3]=1[C:4]([O:6][CH3:7])=[O:5]. (2) Given the reactants [F:1][C:2]1[CH:7]=[CH:6][CH:5]=[C:4]([F:8])[C:3]=1[N:9]1[C:14]2[N:15]=[C:16]([S:29][CH3:30])[N:17]=[C:18]([C:19]3[CH:20]=[C:21]([CH:25]=[CH:26][C:27]=3[CH3:28])[C:22](O)=[O:23])[C:13]=2[CH:12]=[CH:11][C:10]1=[O:31].[C:32]1([CH2:38][CH2:39][NH2:40])[CH:37]=[CH:36][CH:35]=[CH:34][CH:33]=1.C(Cl)CCl.C1C=CC2N([OH:54])N=NC=2C=1.CCN(CC)CC, predict the reaction product. The product is: [F:8][C:4]1[CH:5]=[CH:6][CH:7]=[C:2]([F:1])[C:3]=1[N:9]1[C:14]2[N:15]=[C:16]([S:29]([CH3:30])=[O:54])[N:17]=[C:18]([C:19]3[CH:20]=[C:21]([CH:25]=[CH:26][C:27]=3[CH3:28])[C:22]([NH:40][CH2:39][CH2:38][C:32]3[CH:37]=[CH:36][CH:35]=[CH:34][CH:33]=3)=[O:23])[C:13]=2[CH:12]=[CH:11][C:10]1=[O:31]. (3) Given the reactants C([NH:3][C:4]1[S:5][CH:6]=[C:7]([CH2:9][C:10]([NH:12][C:13]2[CH:18]=[CH:17][C:16]([NH:19][C:20]([C:22]3[C:23]([C:28]4[CH:33]=[CH:32][C:31]([C:34]([F:37])([F:36])[F:35])=[CH:30][CH:29]=4)=[CH:24][CH:25]=[CH:26][CH:27]=3)=[O:21])=[CH:15][CH:14]=2)=[O:11])[N:8]=1)=O.Cl.C(OCC)(=O)C.C(=O)([O-])[O-].[K+].[K+], predict the reaction product. The product is: [NH2:3][C:4]1[S:5][CH:6]=[C:7]([CH2:9][C:10]([NH:12][C:13]2[CH:18]=[CH:17][C:16]([NH:19][C:20]([C:22]3[C:23]([C:28]4[CH:29]=[CH:30][C:31]([C:34]([F:37])([F:35])[F:36])=[CH:32][CH:33]=4)=[CH:24][CH:25]=[CH:26][CH:27]=3)=[O:21])=[CH:15][CH:14]=2)=[O:11])[N:8]=1. (4) Given the reactants [C:1]([O:6][C:7]12[CH2:16][CH:11]3[CH2:12][CH:13]([CH2:15]C(O)([CH2:10]3)C1)[CH2:14]2)(=[O:5])[C:2](C)=C.F[C:19](F)(F)[C:20]([O:22][C:23](=[O:28])[C:24]([F:27])([F:26])[F:25])=O.[CH2:31]1[CH2:35]OC[CH2:32]1.[C:36](=[O:39])(O)[O-:37].[Na+], predict the reaction product. The product is: [C:36]([O:37][CH2:2][C:1](=[O:5])[O:6][C:7]12[CH2:14][CH:13]3[CH2:12][CH:11]([CH2:10][C:20]([O:22][C:23](=[O:28])[C:24]([F:27])([F:26])[F:25])([CH2:15]3)[CH2:19]1)[CH2:16]2)(=[O:39])[C:31]([CH3:35])=[CH2:32]. (5) Given the reactants [NH:1]1[C:5]2[CH:6]=[CH:7][CH:8]=[CH:9][C:4]=2[N:3]=[C:2]1[S:10][CH2:11][C:12]1[C:17]([CH3:18])=[C:16]([O:19][CH2:20][CH:21]([CH2:24][OH:25])[CH2:22][OH:23])[C:15]([CH3:26])=[CH:14][N:13]=1.CC1(C)OC(CCCOC2C=C[N+]([O-])=C(C)C=2C)C[O:29]1.ClC1C=CC=C(C(OO)=O)C=1.C(=O)(O)[O-].[Na+], predict the reaction product. The product is: [NH:1]1[C:5]2[CH:6]=[CH:7][CH:8]=[CH:9][C:4]=2[N:3]=[C:2]1[S:10]([CH2:11][C:12]1[C:17]([CH3:18])=[C:16]([O:19][CH2:20][CH:21]([CH2:24][OH:25])[CH2:22][OH:23])[C:15]([CH3:26])=[CH:14][N:13]=1)=[O:29]. (6) Given the reactants Br[C:2]1[CH:3]=[CH:4][C:5]([Cl:20])=[C:6]([CH:8]2[C:13](=[O:14])[C:12]([CH3:16])([CH3:15])[O:11][C:10]([CH3:18])([CH3:17])[C:9]2=[O:19])[CH:7]=1.[Cl:21][C:22]1[CH:27]=[CH:26][C:25](B(O)O)=[CH:24][CH:23]=1.[F-].[Cs+], predict the reaction product. The product is: [Cl:20][C:5]1[CH:4]=[CH:3][C:2]([C:25]2[CH:26]=[CH:27][C:22]([Cl:21])=[CH:23][CH:24]=2)=[CH:7][C:6]=1[CH:8]1[C:13](=[O:14])[C:12]([CH3:16])([CH3:15])[O:11][C:10]([CH3:18])([CH3:17])[C:9]1=[O:19]. (7) Given the reactants [NH2:1][C:2]1[N:7]=[CH:6][C:5]([C:8]2[CH:13]=[CH:12][C:11](B(O)O)=[CH:10][C:9]=2[F:17])=[CH:4][CH:3]=1.Br[C:19]1[CH:24]=[CH:23][CH:22]=[CH:21][C:20]=1[S:25]([NH:28][C@@H:29]([CH3:32])[CH2:30][OH:31])(=[O:27])=[O:26].C(Cl)Cl.C([O-])([O-])=O.[K+].[K+], predict the reaction product. The product is: [NH2:1][C:2]1[N:7]=[CH:6][C:5]([C:8]2[CH:13]=[CH:12][C:11]([C:19]3[C:20]([S:25]([NH:28][C@@H:29]([CH3:32])[CH2:30][OH:31])(=[O:27])=[O:26])=[CH:21][CH:22]=[CH:23][CH:24]=3)=[CH:10][C:9]=2[F:17])=[CH:4][CH:3]=1. (8) Given the reactants [CH3:1][N:2](C(ON1N=NC2C=CC=NC1=2)=[N+](C)C)[CH3:3].F[P-](F)(F)(F)(F)F.[CH3:25][O:26][C:27](=[O:63])[C@@H:28]([NH:33][C:34]([C:36]1[CH:41]=[CH:40][C:39]([C:42]2[CH:47]=[CH:46][C:45]([O:48][CH3:49])=[CH:44][CH:43]=2)=[CH:38][C:37]=1[NH:50][C:51]([NH:53][C:54]1[C:59]([CH3:60])=[CH:58][C:57]([CH3:61])=[CH:56][C:55]=1[CH3:62])=[O:52])=[O:35])[CH2:29][C:30](O)=[O:31].CNC.C([O-])(O)=O.[Na+], predict the reaction product. The product is: [CH3:1][N:2]([CH3:3])[C:30](=[O:31])[CH2:29][C@@H:28]([C:27]([O:26][CH3:25])=[O:63])[NH:33][C:34]([C:36]1[CH:41]=[CH:40][C:39]([C:42]2[CH:43]=[CH:44][C:45]([O:48][CH3:49])=[CH:46][CH:47]=2)=[CH:38][C:37]=1[NH:50][C:51]([NH:53][C:54]1[C:59]([CH3:60])=[CH:58][C:57]([CH3:61])=[CH:56][C:55]=1[CH3:62])=[O:52])=[O:35].